Dataset: Experimental lipophilicity measurements (octanol/water distribution) for 4,200 compounds from AstraZeneca. Task: Regression/Classification. Given a drug SMILES string, predict its absorption, distribution, metabolism, or excretion properties. Task type varies by dataset: regression for continuous measurements (e.g., permeability, clearance, half-life) or binary classification for categorical outcomes (e.g., BBB penetration, CYP inhibition). For this dataset (lipophilicity_astrazeneca), we predict Y. (1) The molecule is C[C@H](CO)Nc1nc(SCc2cccc(F)c2F)nc2nc(N)sc12. The Y is 3.29 logD. (2) The molecule is Cc1cn([C@H]2CCCN([C@H](CC3CCCCC3)c3ccc(C(=O)O)c(Oc4cccc(Cl)c4)c3)C2)c(=O)[nH]c1=O. The Y is 1.83 logD. (3) The molecule is Cc1ncc2n1-c1ccc(Cl)cc1C(c1ccccc1F)=NC2. The Y is 3.40 logD. (4) The drug is O=C(c1cccc(Cc2n[nH]c(=O)c3ccccc23)c1)N1CCN(c2ncccn2)CC1. The Y is 2.13 logD.